This data is from CYP2C19 inhibition data for predicting drug metabolism from PubChem BioAssay. The task is: Regression/Classification. Given a drug SMILES string, predict its absorption, distribution, metabolism, or excretion properties. Task type varies by dataset: regression for continuous measurements (e.g., permeability, clearance, half-life) or binary classification for categorical outcomes (e.g., BBB penetration, CYP inhibition). Dataset: cyp2c19_veith. (1) The drug is Cn1cc(-c2nc3cnc(N4CCNCC4)nc3n(C3CC3)c2=O)c2ccccc21. The result is 1 (inhibitor). (2) The molecule is C[C@@H](Cc1ccc(OCC(=O)[O-])cc1)NC[C@H](O)c1cccc(Cl)c1. The result is 1 (inhibitor). (3) The compound is COc1cc2c(cc1OC)C(C(=O)Nc1cccc(C)n1)C(c1cccnc1)N(C)C2=O. The result is 1 (inhibitor).